From a dataset of Full USPTO retrosynthesis dataset with 1.9M reactions from patents (1976-2016). Predict the reactants needed to synthesize the given product. Given the product [NH:1]1[C:5]2[CH:6]=[CH:7][C:8]([N:10]3[CH:16]([C:15]4[CH:18]=[CH:19][C:12]([Cl:11])=[CH:13][CH:14]=4)[C:39](=[N:38][CH2:31][C:32]4[CH:37]=[CH:36][CH:35]=[CH:34][CH:33]=4)[NH:23][C:22]3=[O:20])=[CH:9][C:4]=2[N:3]=[CH:2]1, predict the reactants needed to synthesize it. The reactants are: [NH:1]1[C:5]2[CH:6]=[CH:7][C:8]([NH2:10])=[CH:9][C:4]=2[N:3]=[CH:2]1.[Cl:11][C:12]1[CH:19]=[CH:18][C:15]([CH:16]=O)=[CH:14][CH:13]=1.[O:20]([C:22]#[N:23])[K].Cl.N1C=CC=CC=1.[CH2:31]([N+:38]#[C-:39])[C:32]1[CH:37]=[CH:36][CH:35]=[CH:34][CH:33]=1.